From a dataset of Full USPTO retrosynthesis dataset with 1.9M reactions from patents (1976-2016). Predict the reactants needed to synthesize the given product. (1) Given the product [CH:1]1([C:4]2[NH:8][C:7]3[CH:9]=[C:10]([C:14]4[C:15]([CH3:20])=[N:16][O:17][C:18]=4[CH3:19])[CH:11]=[C:12]([C:28]([C:24]4[CH:25]=[CH:26][CH:27]=[C:22]([F:21])[CH:23]=4)=[CH2:29])[C:6]=3[N:5]=2)[CH2:3][CH2:2]1, predict the reactants needed to synthesize it. The reactants are: [CH:1]1([C:4]2[NH:8][C:7]3[CH:9]=[C:10]([C:14]4[C:15]([CH3:20])=[N:16][O:17][C:18]=4[CH3:19])[CH:11]=[C:12](I)[C:6]=3[N:5]=2)[CH2:3][CH2:2]1.[F:21][C:22]1[CH:23]=[C:24]([C:28](B(O)O)=[CH2:29])[CH:25]=[CH:26][CH:27]=1. (2) Given the product [OH:8][C:9]1[C:10](=[O:28])[N:11]([CH3:27])[CH:12]=[C:13]([N:15]2[CH2:19][CH:18]([C:20]3[CH:21]=[CH:22][CH:23]=[CH:24][CH:25]=3)[CH2:17][C:16]2=[O:26])[CH:14]=1, predict the reactants needed to synthesize it. The reactants are: C([O:8][C:9]1[C:10](=[O:28])[N:11]([CH3:27])[CH:12]=[C:13]([N:15]2[CH2:19][CH:18]([C:20]3[CH:25]=[CH:24][CH:23]=[CH:22][CH:21]=3)[CH2:17][C:16]2=[O:26])[CH:14]=1)C1C=CC=CC=1.